This data is from Peptide-MHC class I binding affinity with 185,985 pairs from IEDB/IMGT. The task is: Regression. Given a peptide amino acid sequence and an MHC pseudo amino acid sequence, predict their binding affinity value. This is MHC class I binding data. (1) The peptide sequence is ITPDVIINST. The MHC is HLA-A02:01 with pseudo-sequence HLA-A02:01. The binding affinity (normalized) is 0. (2) The peptide sequence is YVEKEENMDK. The MHC is HLA-A03:01 with pseudo-sequence HLA-A03:01. The binding affinity (normalized) is 0. (3) The peptide sequence is PFDIKYISR. The MHC is HLA-A03:01 with pseudo-sequence HLA-A03:01. The binding affinity (normalized) is 0. (4) The peptide sequence is SFLRKIGDK. The MHC is HLA-A33:01 with pseudo-sequence HLA-A33:01. The binding affinity (normalized) is 0.0598. (5) The peptide sequence is WLVHRQWFL. The MHC is HLA-A02:17 with pseudo-sequence HLA-A02:17. The binding affinity (normalized) is 0.619.